From a dataset of Full USPTO retrosynthesis dataset with 1.9M reactions from patents (1976-2016). Predict the reactants needed to synthesize the given product. (1) Given the product [Br:1][C:2]1[CH:3]=[CH:4][C:5]([C:8]([O:10][CH3:16])=[O:9])=[N:6][CH:7]=1, predict the reactants needed to synthesize it. The reactants are: [Br:1][C:2]1[CH:3]=[CH:4][C:5]([C:8]([OH:10])=[O:9])=[N:6][CH:7]=1.OS(O)(=O)=O.[C:16]([O-])(O)=O.[Na+]. (2) Given the product [C:13]([N:6]1[CH2:7][C@@H:8]([N:10]=[N+:11]=[N-:12])[CH2:9][C@H:5]1[CH2:4][OH:3])(=[O:15])[CH3:14], predict the reactants needed to synthesize it. The reactants are: C([O:3][C:4](=O)[C@@H:5]1[CH2:9][CH:8]([N:10]=[N+:11]=[N-:12])[CH2:7][N:6]1[C:13](=[O:15])[CH3:14])C.[BH4-].[Na+].Cl. (3) Given the product [CH:12]([C:15]1[NH:16][C:17]([C:31]2[CH:36]=[CH:35][CH:34]=[C:33]([CH3:37])[N:32]=2)=[C:18]([C:20]2[CH:21]=[C:22]([C:26]3[NH:27][C:7]([CH:6]=[O:10])=[CH:29][CH:30]=3)[CH:23]=[CH:24][CH:25]=2)[N:19]=1)([CH3:14])[CH3:13], predict the reactants needed to synthesize it. The reactants are: CN(C)C=O.[C:6](Cl)(=[O:10])[C:7](Cl)=O.[CH:12]([C:15]1[NH:16][C:17]([C:31]2[CH:36]=[CH:35][CH:34]=[C:33]([CH3:37])[N:32]=2)=[C:18]([C:20]2[CH:25]=[CH:24][CH:23]=[C:22]([C:26]3[NH:27]C=[CH:29][CH:30]=3)[CH:21]=2)[N:19]=1)([CH3:14])[CH3:13].C(=O)(O)[O-].[Na+].